Dataset: Peptide-MHC class II binding affinity with 134,281 pairs from IEDB. Task: Regression. Given a peptide amino acid sequence and an MHC pseudo amino acid sequence, predict their binding affinity value. This is MHC class II binding data. (1) The peptide sequence is WQKGEEVQVIAVEPG. The MHC is DRB1_0405 with pseudo-sequence DRB1_0405. The binding affinity (normalized) is 0.384. (2) The peptide sequence is VSRTMDSGRLKFLDV. The MHC is DRB1_0101 with pseudo-sequence DRB1_0101. The binding affinity (normalized) is 0.520. (3) The peptide sequence is ISSQYYIQQNGNLCY. The MHC is DRB1_0701 with pseudo-sequence DRB1_0701. The binding affinity (normalized) is 0.479. (4) The peptide sequence is EEWEPLTKKGNVWEV. The MHC is DRB3_0202 with pseudo-sequence DRB3_0202. The binding affinity (normalized) is 0.0323. (5) The peptide sequence is YDKFFANVSTVLTGK. The MHC is DRB1_0101 with pseudo-sequence DRB1_0101. The binding affinity (normalized) is 0.881. (6) The MHC is DRB1_0101 with pseudo-sequence DRB1_0101. The peptide sequence is DYDNSFMPEWANFKF. The binding affinity (normalized) is 0.313. (7) The peptide sequence is AAYKLAYKTAEGATP. The MHC is HLA-DQA10301-DQB10302 with pseudo-sequence HLA-DQA10301-DQB10302. The binding affinity (normalized) is 0.217. (8) The peptide sequence is WCYGVENVRVAYGKC. The MHC is DRB1_1101 with pseudo-sequence DRB1_1101. The binding affinity (normalized) is 0.371. (9) The peptide sequence is PKKYFAATQFEPLAA. The MHC is HLA-DPA10201-DPB11401 with pseudo-sequence HLA-DPA10201-DPB11401. The binding affinity (normalized) is 0.816. (10) The peptide sequence is EYIMKGVYINTALLN. The MHC is DRB1_1501 with pseudo-sequence DRB1_1501. The binding affinity (normalized) is 0.607.